This data is from Forward reaction prediction with 1.9M reactions from USPTO patents (1976-2016). The task is: Predict the product of the given reaction. (1) Given the reactants C(OC([NH:8][CH2:9][CH2:10][N:11]1[C:19]2[C:18]([NH:20][C:21]3[CH:36]=[CH:35][C:24]([O:25][C:26]4[CH:27]=[C:28]([CH:32]=[CH:33][CH:34]=4)[C:29](O)=[O:30])=[C:23]([Cl:37])[CH:22]=3)=[N:17][CH:16]=[N:15][C:14]=2[CH:13]=[CH:12]1)=O)(C)(C)C.[C:38]([NH2:42])([CH3:41])([CH3:40])[CH3:39].[ClH:43].C(N=C=NCCCN(C)C)C.ON1C2C=CC=CC=2N=N1, predict the reaction product. The product is: [ClH:37].[ClH:43].[NH2:8][CH2:9][CH2:10][N:11]1[C:19]2[C:18]([NH:20][C:21]3[CH:36]=[CH:35][C:24]([O:25][C:26]4[CH:27]=[C:28]([CH:32]=[CH:33][CH:34]=4)[C:29]([NH:42][C:38]([CH3:41])([CH3:40])[CH3:39])=[O:30])=[C:23]([Cl:37])[CH:22]=3)=[N:17][CH:16]=[N:15][C:14]=2[CH:13]=[CH:12]1. (2) Given the reactants Cl.[CH2:2]([O:4][C:5](=[O:34])[CH2:6][C:7]1[CH:8]=[C:9]([C:15]2[CH:20]=[CH:19][C:18]([C:21]3[CH:22]=[N:23][C:24]([O:27][CH2:28][CH3:29])=[CH:25][CH:26]=3)=[CH:17][C:16]=2[CH2:30][NH:31][CH2:32][CH3:33])[C:10]([O:13][CH3:14])=[CH:11][CH:12]=1)[CH3:3].C(N(CC)C(C)C)(C)C.[CH:44]1([C:47](Cl)=[O:48])[CH2:46][CH2:45]1, predict the reaction product. The product is: [CH2:2]([O:4][C:5](=[O:34])[CH2:6][C:7]1[CH:8]=[C:9]([C:15]2[CH:20]=[CH:19][C:18]([C:21]3[CH:22]=[N:23][C:24]([O:27][CH2:28][CH3:29])=[CH:25][CH:26]=3)=[CH:17][C:16]=2[CH2:30][N:31]([C:47]([CH:44]2[CH2:46][CH2:45]2)=[O:48])[CH2:32][CH3:33])[C:10]([O:13][CH3:14])=[CH:11][CH:12]=1)[CH3:3]. (3) Given the reactants [Cl:1][C:2]1[CH:7]=[CH:6][CH:5]=[C:4]([Cl:8])[C:3]=1[C:9]1[CH:18]=[CH:17][C:16]2[C:11](=[CH:12][CH:13]=[C:14]([CH2:19][CH:20]([NH:25][C:26]([C@@H:28]3[CH2:33][CH2:32][CH2:31][CH2:30][N:29]3[S:34]([C:37]3[CH:42]=[CH:41][C:40]([CH3:43])=[CH:39][CH:38]=3)(=[O:36])=[O:35])=[O:27])[C:21]([O:23]C)=[O:22])[CH:15]=2)[N:10]=1.[OH-].[Na+].O.Cl, predict the reaction product. The product is: [Cl:8][C:4]1[CH:5]=[CH:6][CH:7]=[C:2]([Cl:1])[C:3]=1[C:9]1[CH:18]=[CH:17][C:16]2[C:11](=[CH:12][CH:13]=[C:14]([CH2:19][CH:20]([NH:25][C:26]([C@@H:28]3[CH2:33][CH2:32][CH2:31][CH2:30][N:29]3[S:34]([C:37]3[CH:42]=[CH:41][C:40]([CH3:43])=[CH:39][CH:38]=3)(=[O:36])=[O:35])=[O:27])[C:21]([OH:23])=[O:22])[CH:15]=2)[N:10]=1.